This data is from Reaction yield outcomes from USPTO patents with 853,638 reactions. The task is: Predict the reaction yield, written as a fraction of the theoretical maximum amount of product (1.0 means a 100% yield; for example, 0.34 means a 34% yield). (1) The reactants are [NH2:1][C:2]1[CH:3]=[CH:4][C:5]2[C:14]3[C:9](=[CH:10][CH:11]=[CH:12][CH:13]=3)[O:8][C:7](=[O:15])[C:6]=2[CH:16]=1.II. The catalyst is CC(C)=O. The product is [CH3:6][C:5]1([CH3:14])[CH:4]=[C:3]([CH3:2])[C:16]2[C:2](=[CH:3][CH:4]=[C:5]3[C:6]=2[C:7](=[O:15])[O:8][C:9]2[C:14]3=[CH:13][CH:12]=[CH:11][CH:10]=2)[NH:1]1. The yield is 0.400. (2) The reactants are [CH3:1][NH:2][C:3]1[N:8]=[C:7]([C:9]2[NH:10][C:11]3[C:16]([CH:17]=2)=[CH:15][C:14]([C:18]([NH:20][CH:21]([CH2:26][N:27]([C:34]2[CH:39]=[CH:38][CH:37]=[CH:36][CH:35]=2)[C:28]2[CH:33]=[CH:32][CH:31]=[CH:30][N:29]=2)[C:22]([O:24][CH3:25])=O)=[O:19])=[CH:13][CH:12]=3)[CH:6]=[CH:5][N:4]=1.[OH2:40].[NH2:41][NH2:42]. The catalyst is CO. The product is [O:40]=[C:25]1[O:24][C:22]([C@@H:21]([NH:20][C:18]([C:14]2[CH:15]=[C:16]3[C:11](=[CH:12][CH:13]=2)[NH:10][C:9]([C:7]2[CH:6]=[CH:5][N:4]=[C:3]([NH:2][CH3:1])[N:8]=2)=[CH:17]3)=[O:19])[CH2:26][N:27]([C:34]2[CH:35]=[CH:36][CH:37]=[CH:38][CH:39]=2)[C:28]2[CH:33]=[CH:32][CH:31]=[CH:30][N:29]=2)=[N:42][NH:41]1. The yield is 0.210. (3) The reactants are [C:1]([C:4]1[NH:5][C:6]2[C:11]([CH:12]=1)=[CH:10][C:9]([O:13][CH2:14][C:15]1[CH:20]=[CH:19][CH:18]=[C:17]([NH:21][C:22](=[O:34])[C@H:23]([CH2:25][CH2:26][C:27](=[O:33])[O:28]C(C)(C)C)[NH2:24])[CH:16]=1)=[CH:8][CH:7]=2)(=[O:3])[NH2:2].Cl. The catalyst is C(Cl)Cl.O1CCOCC1. The product is [C:1]([C:4]1[NH:5][C:6]2[C:11]([CH:12]=1)=[CH:10][C:9]([O:13][CH2:14][C:15]1[CH:20]=[CH:19][CH:18]=[C:17]([NH:21][C:22](=[O:34])[C@H:23]([CH2:25][CH2:26][C:27](=[O:28])[OH:33])[NH2:24])[CH:16]=1)=[CH:8][CH:7]=2)(=[O:3])[NH2:2]. The yield is 0.510. (4) The reactants are C1C=CC(P(C2C=CC=CC=2)C2C=CC=CC=2)=CC=1.II.[CH2:22]([O:29][N:30]1[C:36](=[O:37])[N:35]2[CH2:38][C@H:31]1[CH2:32][CH2:33][C@H:34]2[C:39]([NH:41][NH:42][C:43](=O)[CH2:44][C:45]1([NH:48][C:49](=[O:55])[O:50][C:51]([CH3:54])([CH3:53])[CH3:52])[CH2:47][CH2:46]1)=[O:40])[C:23]1[CH:28]=[CH:27][CH:26]=[CH:25][CH:24]=1. The catalyst is C(Cl)Cl. The product is [CH2:22]([O:29][N:30]1[C:36](=[O:37])[N:35]2[CH2:38][C@H:31]1[CH2:32][CH2:33][C@H:34]2[C:39]1[O:40][C:43]([CH2:44][C:45]2([NH:48][C:49](=[O:55])[O:50][C:51]([CH3:52])([CH3:53])[CH3:54])[CH2:47][CH2:46]2)=[N:42][N:41]=1)[C:23]1[CH:28]=[CH:27][CH:26]=[CH:25][CH:24]=1. The yield is 0.870.